From a dataset of Catalyst prediction with 721,799 reactions and 888 catalyst types from USPTO. Predict which catalyst facilitates the given reaction. (1) Reactant: CC(OI1(OC(C)=O)(OC(C)=O)OC(=O)C2C=CC=CC1=2)=O.[Br:23][C:24]1[N:28]([CH3:29])[N:27]=[CH:26][C:25]=1[CH:30]([C:32]1[C:33]([Cl:39])=[N:34][CH:35]=[N:36][C:37]=1[Cl:38])[OH:31]. Product: [Br:23][C:24]1[N:28]([CH3:29])[N:27]=[CH:26][C:25]=1[C:30]([C:32]1[C:33]([Cl:39])=[N:34][CH:35]=[N:36][C:37]=1[Cl:38])=[O:31]. The catalyst class is: 22. (2) Reactant: [CH3:1]C1(C)[C@@H]2CC[C@@]1(CS(O)(=O)=O)C(=O)C2.C=O.[C:18]([O:22][C:23]([NH:25][C@@H:26]([CH2:30][S:31][S:32][CH2:33][CH3:34])[C:27]([OH:29])=[O:28])=[O:24])([CH3:21])([CH3:20])[CH3:19].C1(NC2CCCCC2)CCCCC1. Product: [CH2:33]([S:32][S:31][CH2:30][C@H:26]1[C:27](=[O:29])[O:28][CH2:1][N:25]1[C:23]([O:22][C:18]([CH3:21])([CH3:20])[CH3:19])=[O:24])[CH3:34]. The catalyst class is: 11.